This data is from Forward reaction prediction with 1.9M reactions from USPTO patents (1976-2016). The task is: Predict the product of the given reaction. Given the reactants Cl[CH2:2][CH2:3][CH2:4][O:5][C:6]1[CH:15]=[C:14]2[C:9]([C:10]([O:16][C:17]3[CH:22]=[CH:21][C:20]([CH3:23])=[CH:19][C:18]=3[C:24]([C:26]3[CH:31]=[CH:30][CH:29]=[CH:28][CH:27]=3)=[O:25])=[CH:11][CH:12]=[N:13]2)=[CH:8][C:7]=1[O:32][CH3:33].[N:34]1([CH:39]2[CH2:44][CH2:43][NH:42][CH2:41][CH2:40]2)[CH2:38][CH2:37][CH2:36][CH2:35]1.C(=O)([O-])[O-].[K+].[K+].O, predict the reaction product. The product is: [CH3:23][C:20]1[CH:21]=[CH:22][C:17]([O:16][C:10]2[C:9]3[C:14](=[CH:15][C:6]([O:5][CH2:4][CH2:3][CH2:2][N:42]4[CH2:43][CH2:44][CH:39]([N:34]5[CH2:38][CH2:37][CH2:36][CH2:35]5)[CH2:40][CH2:41]4)=[C:7]([O:32][CH3:33])[CH:8]=3)[N:13]=[CH:12][CH:11]=2)=[C:18]([C:24]([C:26]2[CH:27]=[CH:28][CH:29]=[CH:30][CH:31]=2)=[O:25])[CH:19]=1.